This data is from Full USPTO retrosynthesis dataset with 1.9M reactions from patents (1976-2016). The task is: Predict the reactants needed to synthesize the given product. Given the product [F:40][C:34]1[CH:35]=[C:36]([F:39])[CH:37]=[CH:38][C:33]=1[N:32]1[CH:28]([C:25]2[CH:26]=[CH:27][C:22]([C:18]3[CH:19]=[CH:20][CH:21]=[C:16]([S:13]([CH2:12][CH2:11][CH2:10][NH:8][CH3:1])(=[O:14])=[O:15])[CH:17]=3)=[CH:23][CH:24]=2)[CH2:29][C:30]([C:41]([C:47]([F:48])([F:49])[F:50])([C:43]([F:46])([F:45])[F:44])[OH:42])=[N:31]1, predict the reactants needed to synthesize it. The reactants are: [C:1]([N:8]([CH2:10][CH2:11][CH2:12][S:13]([C:16]1[CH:17]=[C:18]([C:22]2[CH:27]=[CH:26][C:25]([CH:28]3[N:32]([C:33]4[CH:38]=[CH:37][C:36]([F:39])=[CH:35][C:34]=4[F:40])[N:31]=[C:30]([C:41]([C:47]([F:50])([F:49])[F:48])([C:43]([F:46])([F:45])[F:44])[OH:42])[CH2:29]3)=[CH:24][CH:23]=2)[CH:19]=[CH:20][CH:21]=1)(=[O:15])=[O:14])C)(OC(C)(C)C)=O.FC(F)(F)C(O)=O.